This data is from Serine/threonine kinase 33 screen with 319,792 compounds. The task is: Binary Classification. Given a drug SMILES string, predict its activity (active/inactive) in a high-throughput screening assay against a specified biological target. (1) The compound is S1C=2N(CN(C1)c1ccc(OC)cc1)C(=O)CC(C2C#N)c1sccc1. The result is 0 (inactive). (2) The molecule is Brc1oc(C(Oc2ccc(cc2)C(=O)C)=O)cc1. The result is 0 (inactive). (3) The drug is O=C/1N(CC=C)C(=O)NC(=O)C1=C\NNC(=O)c1ccncc1. The result is 0 (inactive). (4) The molecule is S1CCN(CC1)C(=S)NC(=O)/C=C\c1ccc(OC)cc1. The result is 0 (inactive). (5) The drug is FC(F)(C1(ON\C(C1)=C1\C=C(C=CC1=O)C)O)C(F)F. The result is 0 (inactive). (6) The compound is O=C(c1c(/[nH][nH]c1)=C1\C(=O)C=CC=C1)c1ccc(cc1)C. The result is 0 (inactive). (7) The drug is s1c(C(=O)N\N=C(\C(C)(C)C)C)ccc1. The result is 0 (inactive).